This data is from M1 muscarinic receptor antagonist screen with 61,756 compounds. The task is: Binary Classification. Given a drug SMILES string, predict its activity (active/inactive) in a high-throughput screening assay against a specified biological target. The drug is S1c2c(N(CC(=O)Nc3cc4OCCOc4cc3)C(=O)C1)cccc2. The result is 0 (inactive).